Dataset: Full USPTO retrosynthesis dataset with 1.9M reactions from patents (1976-2016). Task: Predict the reactants needed to synthesize the given product. (1) Given the product [C:25]([C:24]1[CH:27]=[CH:28][C:21]([CH2:20][CH2:19][CH:6]([C:7]([O:9][CH2:10][CH:11]=[CH2:12])=[O:8])[C:5]([O:14][CH2:15][CH:16]=[CH2:17])=[O:13])=[CH:22][CH:23]=1)#[N:26], predict the reactants needed to synthesize it. The reactants are: [H-].[Na+].[H][H].[C:5]([O:14][CH2:15][CH:16]=[CH2:17])(=[O:13])[CH2:6][C:7]([O:9][CH2:10][CH:11]=[CH2:12])=[O:8].Br[CH2:19][CH2:20][C:21]1[CH:28]=[CH:27][C:24]([C:25]#[N:26])=[CH:23][CH:22]=1.[Cl-].[NH4+]. (2) Given the product [CH2:12]([O:11][C:9](=[O:10])[C:7]1[CH:8]=[C:3]([C:1]#[N:2])[C:4]([N:16]2[CH2:21][CH2:20][CH:19]([C:22](=[O:24])[NH:37][S:34]([CH2:33][C:27]3[CH:28]=[CH:29][C:30]([Cl:32])=[CH:31][C:26]=3[Cl:25])(=[O:35])=[O:36])[CH2:18][CH2:17]2)=[N:5][C:6]=1[O:14][CH3:15])[CH3:13], predict the reactants needed to synthesize it. The reactants are: [C:1]([C:3]1[C:4]([N:16]2[CH2:21][CH2:20][CH:19]([C:22]([OH:24])=O)[CH2:18][CH2:17]2)=[N:5][C:6]([O:14][CH3:15])=[C:7]([C:9]([O:11][CH2:12][CH3:13])=[O:10])[CH:8]=1)#[N:2].[Cl:25][C:26]1[CH:31]=[C:30]([Cl:32])[CH:29]=[CH:28][C:27]=1[CH2:33][S:34]([NH2:37])(=[O:36])=[O:35]. (3) The reactants are: [NH2:1][C:2]1[S:3][CH:4]=[C:5]([CH2:11][O:12][CH2:13][O:14][CH3:15])[C:6]=1[S:7]([NH2:10])(=[O:9])=[O:8].CS[C:18](SC)=[C:19]1[C:28](=[O:29])[C:27]2[C:22](=[N:23][CH:24]=[CH:25][CH:26]=2)[N:21]([CH2:30][CH2:31][CH2:32][CH3:33])[C:20]1=[O:34]. Given the product [CH2:30]([N:21]1[C:22]2[C:27](=[CH:26][CH:25]=[CH:24][N:23]=2)[C:28]([OH:29])=[C:19]([C:18]2[NH:1][C:2]3[S:3][CH:4]=[C:5]([CH2:11][O:12][CH2:13][O:14][CH3:15])[C:6]=3[S:7](=[O:8])(=[O:9])[N:10]=2)[C:20]1=[O:34])[CH2:31][CH2:32][CH3:33], predict the reactants needed to synthesize it. (4) Given the product [Si:1]([O:8][C:9]1[CH:14]=[C:13]([O:15][Si:16]([C:19]([CH3:20])([CH3:21])[CH3:22])([CH3:18])[CH3:17])[CH:12]=[CH:11][C:10]=1[C@@H:23]1[CH2:24][CH2:25][C@H:26]([NH2:29])[CH2:27][CH2:28]1)([C:4]([CH3:5])([CH3:6])[CH3:7])([CH3:3])[CH3:2], predict the reactants needed to synthesize it. The reactants are: [Si:1]([O:8][C:9]1[CH:14]=[C:13]([O:15][Si:16]([C:19]([CH3:22])([CH3:21])[CH3:20])([CH3:18])[CH3:17])[CH:12]=[CH:11][C:10]=1[CH:23]1[CH2:28][CH2:27][C:26](=[N:29]O)[CH2:25][CH2:24]1)([C:4]([CH3:7])([CH3:6])[CH3:5])([CH3:3])[CH3:2].[BH4-].[Na+].O.